Dataset: Catalyst prediction with 721,799 reactions and 888 catalyst types from USPTO. Task: Predict which catalyst facilitates the given reaction. (1) Reactant: [Br:1][C:2]1[C:3]([O:18][C:19]2[CH:24]=[CH:23][C:22]([F:25])=[CH:21][C:20]=2[F:26])=[CH:4][C:5]([O:9][C:10]2[CH:15]=[CH:14][C:13]([F:16])=[CH:12][C:11]=2[F:17])=[C:6]([CH:8]=1)[NH2:7].C(N(CC)CC)C.[CH3:34][S:35](Cl)(=[O:37])=[O:36]. Product: [Br:1][C:2]1[C:3]([O:18][C:19]2[CH:24]=[CH:23][C:22]([F:25])=[CH:21][C:20]=2[F:26])=[CH:4][C:5]([O:9][C:10]2[CH:15]=[CH:14][C:13]([F:16])=[CH:12][C:11]=2[F:17])=[C:6]([NH:7][S:35]([CH3:34])(=[O:37])=[O:36])[CH:8]=1. The catalyst class is: 4. (2) Reactant: [CH3:1][N:2]([CH2:4][CH:5]([C:13]1([OH:19])[CH2:18][CH2:17][CH2:16][CH2:15][CH2:14]1)[C:6]1[CH:7]=[CH:8][C:9]([OH:12])=[CH:10][CH:11]=1)[CH3:3].[CH:20]([OH:22])=[O:21]. Product: [CH3:1][N:2]([CH2:4][CH:5]([C:13]1([OH:19])[CH2:18][CH2:17][CH2:16][CH2:15][CH2:14]1)[C:6]1[CH:7]=[CH:8][C:9]([OH:12])=[CH:10][CH:11]=1)[CH3:3].[CH:20]([O-:22])=[O:21]. The catalyst class is: 7. (3) The catalyst class is: 9. Reactant: [Cl:1][C:2]1[CH:3]=[C:4]([CH:19]=[CH:20][C:21]=1[C:22](O)=[O:23])[C:5]([NH:7][CH2:8][C:9]1[NH:13][C:12]2[CH:14]=[CH:15][C:16]([Cl:18])=[CH:17][C:11]=2[N:10]=1)=[O:6].CN(C(ON1N=NC2C=CC=CC1=2)=[N+](C)C)C.[B-](F)(F)(F)F.C(N(C(C)C)CC)(C)C.[O:56]=[C:57]1[CH2:62][NH:61][CH2:60][CH2:59][NH:58]1. Product: [Cl:1][C:2]1[CH:3]=[C:4]([CH:19]=[CH:20][C:21]=1[C:22]([N:61]1[CH2:60][CH2:59][NH:58][C:57](=[O:56])[CH2:62]1)=[O:23])[C:5]([NH:7][CH2:8][C:9]1[NH:13][C:12]2[CH:14]=[CH:15][C:16]([Cl:18])=[CH:17][C:11]=2[N:10]=1)=[O:6]. (4) Reactant: [C:1]([O:5][C:6](=[O:21])[CH2:7][N:8]1[C:16]2[C:11](=[CH:12][C:13](Br)=[CH:14][CH:15]=2)[C:10]([C:18](=[O:20])[NH2:19])=[N:9]1)([CH3:4])([CH3:3])[CH3:2].[F:22][C:23]1[N:28]=[CH:27][C:26](B(O)O)=[CH:25][CH:24]=1.C(=O)([O-])[O-].[Cs+].[Cs+].CN(C=O)C. Product: [C:18]([C:10]1[C:11]2[C:16](=[CH:15][CH:14]=[C:13]([C:26]3[CH:27]=[N:28][C:23]([F:22])=[CH:24][CH:25]=3)[CH:12]=2)[N:8]([CH2:7][C:6]([O:5][C:1]([CH3:4])([CH3:3])[CH3:2])=[O:21])[N:9]=1)(=[O:20])[NH2:19]. The catalyst class is: 6. (5) Reactant: C(OC(C([O:8][C:9](=[O:40])[C@H:10]([C:33]1[CH:34]=[C:35]([CH3:39])[CH:36]=[CH:37][CH:38]=1)[CH2:11][C:12]1[CH:16]=[C:15]([C:17]2[CH:22]=[CH:21][C:20]([Cl:23])=[C:19]([Cl:24])[CH:18]=2)[N:14]([C:25]2[CH:30]=[CH:29][C:28]([O:31][CH3:32])=[CH:27][CH:26]=2)[N:13]=1)C)=O)C.Cl. Product: [Cl:24][C:19]1[CH:18]=[C:17]([C:15]2[N:14]([C:25]3[CH:26]=[CH:27][C:28]([O:31][CH3:32])=[CH:29][CH:30]=3)[N:13]=[C:12]([CH2:11][C@@H:10]([C:33]3[CH:34]=[C:35]([CH3:39])[CH:36]=[CH:37][CH:38]=3)[C:9]([OH:40])=[O:8])[CH:16]=2)[CH:22]=[CH:21][C:20]=1[Cl:23]. The catalyst class is: 15.